Dataset: Reaction yield outcomes from USPTO patents with 853,638 reactions. Task: Predict the reaction yield, written as a fraction of the theoretical maximum amount of product (1.0 means a 100% yield; for example, 0.34 means a 34% yield). (1) The reactants are Cl[C:2]1[C:11]([C:12]([OH:14])=[O:13])=[CH:10][C:9]2[C:4](=[CH:5][CH:6]=[C:7]([Cl:15])[CH:8]=2)[N:3]=1.[NH2:16][C@H:17]([C:25]([OH:27])=[O:26])[CH2:18][C:19]1[CH:24]=[CH:23][CH:22]=[CH:21][CH:20]=1.C(=O)([O-])[O-].[K+].[K+].Cl. The catalyst is O. The product is [C:25]([C@@H:17]([NH:16][C:2]1[C:11]([C:12]([OH:14])=[O:13])=[CH:10][C:9]2[C:4](=[CH:5][CH:6]=[C:7]([Cl:15])[CH:8]=2)[N:3]=1)[CH2:18][C:19]1[CH:24]=[CH:23][CH:22]=[CH:21][CH:20]=1)([OH:27])=[O:26]. The yield is 0.570. (2) The reactants are [F:1][C:2]([F:8])([F:7])[CH2:3][CH2:4][CH2:5][OH:6].C(N([CH2:14][CH3:15])CC)C.CS(Cl)(=O)=O.CN1[CH2:26][CH2:25][CH2:24][C:23]1=O.[C:28](=[O:31])([O-])[O-:29].[K+].[K+].[OH-].[Na+].Cl. The catalyst is O1CCCC1.OC1C=CC(C(OC)=O)=CC=1.O. The product is [F:1][C:2]([F:8])([F:7])[CH2:3][CH2:4][CH2:5][O:6][C:15]1[CH:14]=[CH:26][C:25]([C:28]([OH:29])=[O:31])=[CH:24][CH:23]=1. The yield is 0.980. (3) The reactants are Br[C:2]1[CH:18]=[C:17]([CH3:19])[C:5]2[N:6]=[C:7]([NH:10][C:11]3[CH:16]=[CH:15][CH:14]=[CH:13][CH:12]=3)[N:8]=[N:9][C:4]=2[CH:3]=1.[F:20][C:21]1[CH:26]=[CH:25][CH:24]=[C:23]([O:27][CH3:28])[C:22]=1B(O)O.C(=O)([O-])[O-].[K+].[K+].C1(P(C2C=CC=CC=2)C2C=CC=CC=2)C=CC=CC=1. The catalyst is CN(C)C(=O)C.C(O)C.O.[Pd].[Pd].C(=CC(C=CC1C=CC=CC=1)=O)C1C=CC=CC=1.C(=CC(C=CC1C=CC=CC=1)=O)C1C=CC=CC=1.C(=CC(C=CC1C=CC=CC=1)=O)C1C=CC=CC=1. The product is [F:20][C:21]1[CH:26]=[CH:25][CH:24]=[C:23]([O:27][CH3:28])[C:22]=1[C:2]1[CH:18]=[C:17]([CH3:19])[C:5]2[N:6]=[C:7]([NH:10][C:11]3[CH:16]=[CH:15][CH:14]=[CH:13][CH:12]=3)[N:8]=[N:9][C:4]=2[CH:3]=1. The yield is 0.175. (4) The reactants are [CH3:1][O:2][C:3]1[CH:11]=[C:10]([N+:12]([O-:14])=[O:13])[CH:9]=[CH:8][C:4]=1[C:5]([OH:7])=[O:6].[C:15](=O)([O-])[O-].[K+].[K+].IC. No catalyst specified. The product is [CH3:1][O:2][C:3]1[CH:11]=[C:10]([N+:12]([O-:14])=[O:13])[CH:9]=[CH:8][C:4]=1[C:5]([O:7][CH3:15])=[O:6]. The yield is 0.770.